Predict the reactants needed to synthesize the given product. From a dataset of Retrosynthesis with 50K atom-mapped reactions and 10 reaction types from USPTO. (1) Given the product CCOC(=O)Cc1cccc(SCC(C)=O)c1, predict the reactants needed to synthesize it. The reactants are: CC(=O)CCl.CCOC(=O)Cc1cccc(S)c1. (2) The reactants are: CCCCCCCCCBr.CCOc1ccc(-c2nc(-c3ccc(OCOC)c(C(=O)O)c3)cs2)cc1OCC. Given the product CCCCCCCCCOC(=O)c1cc(-c2csc(-c3ccc(OCC)c(OCC)c3)n2)ccc1OCOC, predict the reactants needed to synthesize it. (3) The reactants are: COC(=O)c1[nH]c2cc(Cl)cc3c2c1C(CC(=O)OC(C)(C)C)CC3. Given the product COC(=O)c1[nH]c2cc(Cl)cc3c2c1C(CC(=O)O)CC3, predict the reactants needed to synthesize it. (4) Given the product CCOc1cncc(Cl)c1, predict the reactants needed to synthesize it. The reactants are: CS(C)=O.Clc1cncc(Cl)c1. (5) Given the product COCOc1c(C=O)cc(Br)cc1C(C)(C)C, predict the reactants needed to synthesize it. The reactants are: CC(C)(C)c1cc(Br)cc(C=O)c1O.COCCl.